From a dataset of Forward reaction prediction with 1.9M reactions from USPTO patents (1976-2016). Predict the product of the given reaction. Given the reactants [CH3:1][O:2][C:3]1[C:12]2[C:7](=[CH:8][CH:9]=[CH:10][CH:11]=2)[C:6]([CH:13]=[CH2:14])=[CH:5][CH:4]=1.[CH3:15][O:16][C:17]([C:19]#[C:20][C:21]([O:23][CH3:24])=[O:22])=[O:18].CCCCCC.CCOC(C)=O, predict the reaction product. The product is: [CH3:15][O:16][C:17]([C:19]1[C:20]([C:21]([O:23][CH3:24])=[O:22])=[CH:14][CH:13]=[C:6]2[C:5]=1[CH:4]=[C:3]([O:2][CH3:1])[C:12]1[C:7]2=[CH:8][CH:9]=[CH:10][CH:11]=1)=[O:18].